From a dataset of Forward reaction prediction with 1.9M reactions from USPTO patents (1976-2016). Predict the product of the given reaction. (1) Given the reactants [NH:1]1[CH2:6][CH2:5][CH2:4][CH:3]([C:7]([O:9][CH2:10][CH3:11])=[O:8])[CH2:2]1.[C:12]1([S:18](Cl)(=[O:20])=[O:19])[CH:17]=[CH:16][CH:15]=[CH:14][CH:13]=1.C(N(CC)CC)C, predict the reaction product. The product is: [C:12]1([S:18]([N:1]2[CH2:6][CH2:5][CH2:4][CH:3]([C:7]([O:9][CH2:10][CH3:11])=[O:8])[CH2:2]2)(=[O:20])=[O:19])[CH:17]=[CH:16][CH:15]=[CH:14][CH:13]=1. (2) Given the reactants [Br:1][C:2]1[CH:3]=[N:4][CH:5]=[C:6]([CH:9]=1)[CH:7]=O.Cl.[CH3:11][NH:12][CH3:13].C(N(CC)CC)C.C(O[BH-](OC(=O)C)OC(=O)C)(=O)C.[Na+], predict the reaction product. The product is: [Br:1][C:2]1[CH:9]=[C:6]([CH2:7][N:12]([CH3:13])[CH3:11])[CH:5]=[N:4][CH:3]=1. (3) The product is: [NH2:36][C:15]1[N:14]=[C:13]([C:12]2[S:11][C:10]([CH:20]3[CH2:25][CH2:24][O:23][CH2:22][CH2:21]3)=[N:9][C:8]=2[C:7]2[C:2]([Cl:1])=[C:3]([NH:26][S:27]([C:30]3[CH:34]=[CH:33][O:32][CH:31]=3)(=[O:28])=[O:29])[CH:4]=[CH:5][CH:6]=2)[CH:18]=[CH:17][N:16]=1. Given the reactants [Cl:1][C:2]1[C:7]([C:8]2[N:9]=[C:10]([CH:20]3[CH2:25][CH2:24][O:23][CH2:22][CH2:21]3)[S:11][C:12]=2[C:13]2[CH:18]=[CH:17][N:16]=[C:15](Cl)[N:14]=2)=[CH:6][CH:5]=[CH:4][C:3]=1[NH:26][S:27]([C:30]1[CH:34]=[CH:33][O:32][CH:31]=1)(=[O:29])=[O:28].[OH-].[NH4+:36], predict the reaction product.